From a dataset of hERG Central: cardiac toxicity at 1µM, 10µM, and general inhibition. Predict hERG channel inhibition at various concentrations. (1) The compound is O=C(c1cc([N+](=O)[O-])ccc1N1CCOCC1)N1CCN(c2ccc([N+](=O)[O-])cc2)CC1. Results: hERG_inhib (hERG inhibition (general)): blocker. (2) The molecule is O=C(O)C(=O)O.OC(CNC1CCCc2ccccc21)COc1ccc2ccccc2c1. Results: hERG_inhib (hERG inhibition (general)): blocker. (3) Results: hERG_inhib (hERG inhibition (general)): blocker. The drug is CCCCN(CCCC)c1ccc(C(=O)c2ccccc2C(=O)O)c(O)c1.